Task: Predict the product of the given reaction.. Dataset: Forward reaction prediction with 1.9M reactions from USPTO patents (1976-2016) (1) Given the reactants [C:1]1(O)[CH:6]=[CH:5][CH:4]=[CH:3][CH:2]=1.[H-].[Na+].CS([O:14][CH2:15][C:16]1([C:30]2[CH:35]=[CH:34][CH:33]=[C:32]([O:36][CH3:37])[CH:31]=2)[CH2:21][CH2:20][N:19]([C:22]2[CH:27]=[CH:26][CH:25]=[CH:24][C:23]=2[O:28][CH3:29])[CH2:18][CH2:17]1)(=O)=O.[Cl-].[NH4+], predict the reaction product. The product is: [CH3:29][O:28][C:23]1[CH:24]=[CH:25][CH:26]=[CH:27][C:22]=1[N:19]1[CH2:20][CH2:21][C:16]([C:30]2[CH:35]=[CH:34][CH:33]=[C:32]([O:36][CH3:37])[CH:31]=2)([CH2:15][O:14][C:1]2[CH:6]=[CH:5][CH:4]=[CH:3][CH:2]=2)[CH2:17][CH2:18]1. (2) The product is: [C:25]([O:13][C:2]([CH3:1])([CH2:5][CH2:6][CH:7]=[C:8]([CH3:12])[CH2:9][CH2:10][CH3:11])[C:3]#[CH:4])(=[O:27])[CH3:26]. Given the reactants [CH3:1][C:2]([OH:13])([CH2:5][CH2:6][CH:7]=[C:8]([CH3:12])[CH2:9][CH2:10][CH3:11])[C:3]#[CH:4].C1(C)C=CC(S(O)(=O)=O)=CC=1.[C:25](OC(=O)C)(=[O:27])[CH3:26], predict the reaction product. (3) Given the reactants [H-].[Na+].[CH2:3]([N:5]1[C:9]2[CH:10]=[CH:11][C:12]([C:14]3[NH:15][CH:16]=[N:17][C:18]=3[C:19]3[CH:20]=[C:21]([CH3:25])[CH:22]=[CH:23][CH:24]=3)=[CH:13][C:8]=2[N:7]([CH2:26][CH3:27])[C:6]1=[O:28])[CH3:4].[CH2:29](Br)[C:30]1[CH:35]=[CH:34][CH:33]=[CH:32][CH:31]=1, predict the reaction product. The product is: [CH2:29]([N:15]1[C:14]([C:12]2[CH:11]=[CH:10][C:9]3[N:5]([CH2:3][CH3:4])[C:6](=[O:28])[N:7]([CH2:26][CH3:27])[C:8]=3[CH:13]=2)=[C:18]([C:19]2[CH:20]=[C:21]([CH3:25])[CH:22]=[CH:23][CH:24]=2)[N:17]=[CH:16]1)[C:30]1[CH:35]=[CH:34][CH:33]=[CH:32][CH:31]=1. (4) Given the reactants [Cl:1][C:2]1[CH:9]=[C:8]([OH:10])[CH:7]=[C:6]([Cl:11])[C:3]=1[CH:4]=[O:5].[BH4-].[Na+], predict the reaction product. The product is: [CH2:4]([O:10][C:8]1[CH:9]=[C:2]([Cl:1])[C:3]([CH2:4][OH:5])=[C:6]([Cl:11])[CH:7]=1)[C:3]1[CH:6]=[CH:7][CH:8]=[CH:9][CH:2]=1. (5) Given the reactants ClC1C=CN=C(C(Cl)=O)C=1.C(N)(C)C.Cl[C:16]1[CH:21]=[CH:20][N:19]=[C:18]([C:22]([NH:24][CH:25]([CH3:27])[CH3:26])=[O:23])[CH:17]=1.[NH2:28][C:29]1[CH:34]=[CH:33][C:32]([OH:35])=[CH:31][CH:30]=1, predict the reaction product. The product is: [CH:25]([NH:24][C:22]([C:18]1[CH:17]=[C:16]([O:35][C:32]2[CH:33]=[CH:34][C:29]([NH2:28])=[CH:30][CH:31]=2)[CH:21]=[CH:20][N:19]=1)=[O:23])([CH3:27])[CH3:26]. (6) Given the reactants [CH2:1]([C:5]12[CH2:21][C:20](=[O:22])[CH:19]=[C:6]1[C:7]1[C:12]([CH2:13][CH2:14]2)=[C:11]([Cl:15])[C:10]([O:16]C)=[C:9]([F:18])[CH:8]=1)[CH2:2][CH2:3][CH3:4].[Br:23]N1C(=O)CCC1=O.[Cl-].[Li+], predict the reaction product. The product is: [Br:23][C:19]1[C:20](=[O:22])[CH2:21][C:5]2([CH2:1][CH2:2][CH2:3][CH3:4])[CH2:14][CH2:13][C:12]3[C:7](=[CH:8][C:9]([F:18])=[C:10]([OH:16])[C:11]=3[Cl:15])[C:6]=12. (7) Given the reactants [Cl:1][C:2]1[CH:9]=[CH:8][C:5]([CH2:6][OH:7])=[CH:4][CH:3]=1.[H-].[Na+].[N+]([C:15]1[CH:20]=[CH:19][N+:18]([O-:21])=[CH:17][CH:16]=1)([O-])=O.C(=O)([O-])O.[Na+], predict the reaction product. The product is: [Cl:1][C:2]1[CH:9]=[CH:8][C:5]([CH2:6][O:7][C:15]2[CH:20]=[CH:19][N+:18]([O-:21])=[CH:17][CH:16]=2)=[CH:4][CH:3]=1. (8) Given the reactants F[C:2]1[CH:9]=[CH:8][CH:7]=[C:6]([O:10][C:11]2[CH:20]=[CH:19][C:18]3[C:13](=[CH:14][CH:15]=[CH:16][CH:17]=3)[CH:12]=2)[C:3]=1[C:4]#[N:5].CN(C)C(=O)C.[CH3:27][NH:28][NH2:29], predict the reaction product. The product is: [CH3:27][N:28]1[C:2]2[C:3](=[C:6]([O:10][C:11]3[CH:20]=[CH:19][C:18]4[C:13](=[CH:14][CH:15]=[CH:16][CH:17]=4)[CH:12]=3)[CH:7]=[CH:8][CH:9]=2)[C:4]([NH2:5])=[N:29]1. (9) The product is: [Cl:1][C:2]1[CH:7]=[C:6]([O:8][CH2:9][C:10]2[CH:15]=[CH:14][CH:13]=[CH:12][CH:11]=2)[CH:5]=[C:4]([Cl:16])[C:3]=1[O:17][CH2:19][CH2:20][CH2:21][CH2:22][OH:23]. Given the reactants [Cl:1][C:2]1[CH:7]=[C:6]([O:8][CH2:9][C:10]2[CH:15]=[CH:14][CH:13]=[CH:12][CH:11]=2)[CH:5]=[C:4]([Cl:16])[C:3]=1[OH:17].Cl[CH2:19][CH2:20][CH2:21][CH2:22][OH:23], predict the reaction product. (10) Given the reactants C(O[C:4](=[O:36])[CH2:5][CH2:6][C:7]1[CH:8]=[C:9]2[C:15]3([CH2:19][CH2:18][N:17]([C:20]([O:22]C(C)(C)C)=O)[CH2:16]3)[CH2:14][N:13]([C:27](OCC[Si](C)(C)C)=[O:28])[C:10]2=[CH:11][CH:12]=1)C.[NH2:37][C:38]1[S:39][C:40]([O:43][CH3:44])=[CH:41][N:42]=1.C(OC[C:50](Cl)=[O:51])(=O)C.Cl.[NH:54]1[CH2:57][CH2:56][CH2:55]1, predict the reaction product. The product is: [N:54]1([C:4](=[O:36])[CH2:5][CH2:6][C:7]2[CH:8]=[C:9]3[C:15]4([CH2:19][CH2:18][N:17]([C:20](=[O:22])[CH2:50][OH:51])[CH2:16]4)[CH2:14][N:13]([C:27]([NH:37][C:38]4[S:39][C:40]([O:43][CH3:44])=[CH:41][N:42]=4)=[O:28])[C:10]3=[CH:11][CH:12]=2)[CH2:57][CH2:56][CH2:55]1.